This data is from Forward reaction prediction with 1.9M reactions from USPTO patents (1976-2016). The task is: Predict the product of the given reaction. (1) Given the reactants [CH3:1][O:2][C:3]1[CH:4]=[C:5]2[C:10](=[CH:11][C:12]=1[O:13][CH3:14])[N:9]=[CH:8][CH:7]=[C:6]2[O:15][C:16]1[CH:22]=[CH:21][C:19]([NH2:20])=[C:18]([CH3:23])[C:17]=1[CH3:24].Cl[C:26](Cl)([O:28]C(=O)OC(Cl)(Cl)Cl)Cl.[CH3:37][CH:38]([OH:44])[CH2:39][CH2:40][CH2:41][CH2:42][CH3:43].C(=O)(O)[O-].[Na+], predict the reaction product. The product is: [CH3:1][O:2][C:3]1[CH:4]=[C:5]2[C:10](=[CH:11][C:12]=1[O:13][CH3:14])[N:9]=[CH:8][CH:7]=[C:6]2[O:15][C:16]1[CH:22]=[CH:21][C:19]([NH:20][C:26](=[O:28])[O:44][CH:38]([CH3:37])[CH2:39][CH2:40][CH2:41][CH2:42][CH3:43])=[C:18]([CH3:23])[C:17]=1[CH3:24]. (2) Given the reactants C(O[C:6]([C:8]1[N:9]=[C:10]([Cl:26])[C:11]2[C:16]([C:17]=1[OH:18])=[CH:15][CH:14]=[C:13]([S:19][C:20]1[CH:25]=[CH:24][CH:23]=[CH:22][CH:21]=1)[CH:12]=2)=[O:7])CCC.[NH2:27][CH2:28][C:29]([OH:31])=[O:30].C[O-].[Na+], predict the reaction product. The product is: [Cl:26][C:10]1[C:11]2[C:16](=[CH:15][CH:14]=[C:13]([S:19][C:20]3[CH:25]=[CH:24][CH:23]=[CH:22][CH:21]=3)[CH:12]=2)[C:17]([OH:18])=[C:8]([C:6]([CH:28]([NH2:27])[C:29]([OH:31])=[O:30])=[O:7])[N:9]=1. (3) The product is: [Br:1][C:2]1[C:3]([CH2:7][C:9]2[CH:14]=[CH:13][CH:12]=[C:11]([Cl:15])[CH:10]=2)=[CH:4][S:5][CH:6]=1. Given the reactants [Br:1][C:2]1[C:3]([CH:7]([C:9]2[CH:14]=[CH:13][CH:12]=[C:11]([Cl:15])[CH:10]=2)O)=[CH:4][S:5][CH:6]=1.C([SiH](CC)CC)C.C(O)(C(F)(F)F)=O, predict the reaction product. (4) Given the reactants [NH2:1][C:2]1[C:10]([Cl:11])=[CH:9][C:5]([C:6]([OH:8])=O)=[C:4]([O:12][CH3:13])[CH:3]=1.CN1CCOCC1.ClC(OCC(C)C)=O.C(O)(=O)C(O)=O.[N:35]1([CH2:40][CH2:41][CH2:42][N:43]2[CH2:48][CH2:47][CH:46]([CH2:49][NH2:50])[CH2:45][CH2:44]2)[CH:39]=[CH:38][N:37]=[N:36]1, predict the reaction product. The product is: [N:35]1([CH2:40][CH2:41][CH2:42][N:43]2[CH2:44][CH2:45][CH:46]([CH2:49][NH:50][C:6](=[O:8])[C:5]3[CH:9]=[C:10]([Cl:11])[C:2]([NH2:1])=[CH:3][C:4]=3[O:12][CH3:13])[CH2:47][CH2:48]2)[CH:39]=[CH:38][N:37]=[N:36]1. (5) Given the reactants [NH2:1][C:2]1[C:7]([S:8][C:9]2[CH:18]=[CH:17][C:12]([C:13]([O:15][CH3:16])=[O:14])=[CH:11][CH:10]=2)=[CH:6][C:5]([Br:19])=[CH:4][N:3]=1.[Cl:20][C:21]1[C:26]([N:27]=[C:28]=[S:29])=[CH:25][CH:24]=[CH:23][N:22]=1, predict the reaction product. The product is: [ClH:20].[Br:19][C:5]1[CH:6]=[C:7]([S:8][C:9]2[CH:18]=[CH:17][C:12]([C:13]([O:15][CH3:16])=[O:14])=[CH:11][CH:10]=2)[C:2]([NH:1][C:28]2[S:29][C:21]3[C:26]([N:27]=2)=[CH:25][CH:24]=[CH:23][N:22]=3)=[N:3][CH:4]=1. (6) Given the reactants [C:1]([C:5]1[C:6]([O:21][CH3:22])=[C:7]([CH:10]=[C:11]([C:13]2[C:14]([O:19][CH3:20])=[N:15][CH:16]=[CH:17][CH:18]=2)[CH:12]=1)[CH:8]=[O:9])([CH3:4])([CH3:3])[CH3:2].C[Si]([N:27]([Si](C)(C)C)[C:28]1[CH:29]=[C:30]([Mg]Cl)[CH:31]=[CH:32][CH:33]=1)(C)C, predict the reaction product. The product is: [NH2:27][C:28]1[CH:33]=[C:32]([CH:8]([C:7]2[CH:10]=[C:11]([C:13]3[C:14]([O:19][CH3:20])=[N:15][CH:16]=[CH:17][CH:18]=3)[CH:12]=[C:5]([C:1]([CH3:4])([CH3:2])[CH3:3])[C:6]=2[O:21][CH3:22])[OH:9])[CH:31]=[CH:30][CH:29]=1. (7) The product is: [Cl-:27].[CH3:26][N+:24]([CH3:25])([CH2:28][C:29]([O:31][CH2:32]/[CH:33]=[C:34](/[CH2:36][CH2:37][CH:38]=[C:39]([CH3:41])[CH3:40])\[CH3:35])=[O:30])[CH2:23][CH2:22][CH2:21][NH:20][C:1](=[O:19])[CH2:2][CH2:3][CH2:4][CH2:5][CH2:6][CH2:7][CH2:8][CH2:9][CH2:10][CH2:11][CH2:12][CH2:13][CH2:14][CH2:15][CH2:16][CH2:17][CH3:18]. Given the reactants [C:1]([NH:20][CH2:21][CH2:22][CH2:23][N:24]([CH3:26])[CH3:25])(=[O:19])[CH2:2][CH2:3][CH2:4][CH2:5][CH2:6][CH2:7][CH2:8][CH2:9][CH2:10][CH2:11][CH2:12][CH2:13][CH2:14][CH2:15][CH2:16][CH2:17][CH3:18].[Cl:27][CH2:28][C:29]([O:31][CH2:32]/[CH:33]=[C:34](/[CH2:36][CH2:37][CH:38]=[C:39]([CH3:41])[CH3:40])\[CH3:35])=[O:30].ClCC([O-])=O, predict the reaction product. (8) Given the reactants [O:1]1[CH2:6][CH2:5][N:4]([C:7]2[CH:12]=[CH:11][C:10]([C:13]3[N:36](S(C4C=CC=CC=4)(=O)=O)[C:16]4[N:17]=[CH:18][N:19]=[C:20]([C:21]5[CH:22]=[CH:23][C:24]([O:29][CH:30]6[CH2:35][CH2:34][NH:33][CH2:32][CH2:31]6)=[C:25]([CH:28]=5)[C:26]#[N:27])[C:15]=4[CH:14]=3)=[CH:9][CH:8]=2)[CH2:3][CH2:2]1.C([O-])([O-])=O.[Cs+].[Cs+].O, predict the reaction product. The product is: [O:1]1[CH2:6][CH2:5][N:4]([C:7]2[CH:8]=[CH:9][C:10]([C:13]3[NH:36][C:16]4[N:17]=[CH:18][N:19]=[C:20]([C:21]5[CH:22]=[CH:23][C:24]([O:29][CH:30]6[CH2:35][CH2:34][NH:33][CH2:32][CH2:31]6)=[C:25]([CH:28]=5)[C:26]#[N:27])[C:15]=4[CH:14]=3)=[CH:11][CH:12]=2)[CH2:3][CH2:2]1. (9) Given the reactants O(C([NH:8][C@@:9]1([CH3:16])[C:13]2([CH2:15][CH2:14]2)[CH2:12][NH:11][CH2:10]1)=O)C(C)(C)C.F[C:18]1[C:27]([CH3:28])=[C:26]2[C:21]([C:22](=[O:36])[C:23]([C:33]([OH:35])=[O:34])=[CH:24][N:25]2[C@@H:29]2[CH2:31][C@@H:30]2[F:32])=[CH:20][CH:19]=1.C(N(CC)CC)C.C(O)(=O)CC(CC(O)=O)(C(O)=O)O, predict the reaction product. The product is: [NH2:8][C@@:9]1([CH3:16])[C:13]2([CH2:14][CH2:15]2)[CH2:12][N:11]([C:18]2[C:27]([CH3:28])=[C:26]3[C:21]([C:22](=[O:36])[C:23]([C:33]([OH:35])=[O:34])=[CH:24][N:25]3[C@@H:29]3[CH2:31][C@@H:30]3[F:32])=[CH:20][CH:19]=2)[CH2:10]1.